Dataset: Catalyst prediction with 721,799 reactions and 888 catalyst types from USPTO. Task: Predict which catalyst facilitates the given reaction. (1) Reactant: Br[C:2]1[CH:7]=[CH:6][C:5]([CH:8]2[CH2:11][O:10][CH2:9]2)=[CH:4][CH:3]=1.[B:12]1([B:12]2[O:16][C:15]([CH3:18])([CH3:17])[C:14]([CH3:20])([CH3:19])[O:13]2)[O:16][C:15]([CH3:18])([CH3:17])[C:14]([CH3:20])([CH3:19])[O:13]1.CC([O-])=O.[K+]. Product: [CH3:19][C:14]1([CH3:20])[C:15]([CH3:18])([CH3:17])[O:16][B:12]([C:2]2[CH:7]=[CH:6][C:5]([CH:8]3[CH2:11][O:10][CH2:9]3)=[CH:4][CH:3]=2)[O:13]1. The catalyst class is: 418. (2) Reactant: [CH2:1]([C:5]1[N:6]([CH2:18][CH2:19][CH2:20][C:21]([C:23]2[CH:28]=[CH:27][CH:26]=[CH:25][CH:24]=2)=[O:22])[C:7]2[C:16]3[CH:15]=[CH:14][CH:13]=[CH:12][C:11]=3[N:10]=[CH:9][C:8]=2[N:17]=1)[CH2:2][CH2:3][CH3:4].ClC1C=C(C=CC=1)C(OO)=[O:34]. Product: [CH2:1]([C:5]1[N:6]([CH2:18][CH2:19][CH2:20][C:21]([C:23]2[CH:24]=[CH:25][CH:26]=[CH:27][CH:28]=2)=[O:22])[C:7]2[C:16]3[CH:15]=[CH:14][CH:13]=[CH:12][C:11]=3[N+:10]([O-:34])=[CH:9][C:8]=2[N:17]=1)[CH2:2][CH2:3][CH3:4]. The catalyst class is: 22.